Dataset: Reaction yield outcomes from USPTO patents with 853,638 reactions. Task: Predict the reaction yield, written as a fraction of the theoretical maximum amount of product (1.0 means a 100% yield; for example, 0.34 means a 34% yield). (1) The reactants are Br[C:2]1[CH:7]=[CH:6][C:5]([CH2:8][C@H:9]([NH:13][C:14](=[O:20])[O:15][C:16]([CH3:19])([CH3:18])[CH3:17])[CH2:10][CH2:11][OH:12])=[CH:4][CH:3]=1.C([Sn](CCCC)(CCCC)[C:26]([O:28][CH2:29][CH3:30])=[CH2:27])CCC. The catalyst is O1CCOCC1.Cl[Pd](Cl)([P](C1C=CC=CC=1)(C1C=CC=CC=1)C1C=CC=CC=1)[P](C1C=CC=CC=1)(C1C=CC=CC=1)C1C=CC=CC=1. The product is [CH2:29]([O:28][C:26]([C:2]1[CH:7]=[CH:6][C:5]([CH2:8][C@H:9]([NH:13][C:14](=[O:20])[O:15][C:16]([CH3:19])([CH3:18])[CH3:17])[CH2:10][CH2:11][OH:12])=[CH:4][CH:3]=1)=[CH2:27])[CH3:30]. The yield is 0.770. (2) The reactants are [CH2:1]([C:8]1[CH:19]=[CH:18][C:11]([O:12][C@@H:13]2[CH2:17][CH2:16][NH:15][CH2:14]2)=[CH:10][CH:9]=1)[C:2]1[CH:7]=[CH:6][CH:5]=[CH:4][CH:3]=1.[CH3:20][O:21][C:22](=[O:27])[CH2:23][CH2:24][CH2:25]Br. The catalyst is C(Cl)Cl.C(N(CC)CC)C. The product is [CH3:20][O:21][C:22](=[O:27])[CH2:23][CH2:24][CH2:25][N:15]1[CH2:16][CH2:17][C@@H:13]([O:12][C:11]2[CH:18]=[CH:19][C:8]([CH2:1][C:2]3[CH:3]=[CH:4][CH:5]=[CH:6][CH:7]=3)=[CH:9][CH:10]=2)[CH2:14]1. The yield is 0.400.